From a dataset of Reaction yield outcomes from USPTO patents with 853,638 reactions. Predict the reaction yield, written as a fraction of the theoretical maximum amount of product (1.0 means a 100% yield; for example, 0.34 means a 34% yield). (1) The reactants are [CH3:1][O:2][C:3]([C:5]1[CH:14]=[C:13]2[C:8]([C:9](=[O:18])[NH:10][CH:11]([C:15]([OH:17])=O)[NH:12]2)=[CH:7][CH:6]=1)=[O:4].CN1CCOCC1.Cl.CN(C)CCCN=C=NCC.ON1C2C=CC=CC=2N=N1.[NH2:48][CH:49]1[CH2:54][CH2:53][N:52]([C:55]([O:57][C:58]([CH3:61])([CH3:60])[CH3:59])=[O:56])[CH2:51][CH2:50]1. The catalyst is O.CN(C=O)C. The product is [C:58]([O:57][C:55]([N:52]1[CH2:53][CH2:54][CH:49]([NH:48][C:15]([CH:11]2[NH:10][C:9](=[O:18])[C:8]3[C:13](=[CH:14][C:5]([C:3]([O:2][CH3:1])=[O:4])=[CH:6][CH:7]=3)[NH:12]2)=[O:17])[CH2:50][CH2:51]1)=[O:56])([CH3:61])([CH3:59])[CH3:60]. The yield is 0.200. (2) The reactants are [F:1][C:2]([F:10])([F:9])[C:3]1[CH:7]=[C:6]([NH2:8])[O:5][N:4]=1.[H-].[Na+].[CH2:13]([O:15][C:16]1[CH:21]=[CH:20][C:19]([N:22]=[C:23]=[S:24])=[C:18]([N+:25]([O-:27])=[O:26])[CH:17]=1)[CH3:14]. The catalyst is CN(C=O)C. The product is [CH2:13]([O:15][C:16]1[CH:21]=[CH:20][C:19]([NH:22][C:23]([NH:8][C:6]2[O:5][N:4]=[C:3]([C:2]([F:10])([F:9])[F:1])[CH:7]=2)=[S:24])=[C:18]([N+:25]([O-:27])=[O:26])[CH:17]=1)[CH3:14]. The yield is 0.0900. (3) The reactants are [Cl:1][C:2]1[CH:3]=[CH:4][C:5]([O:15][CH2:16][C:17]2[CH:22]=[CH:21][CH:20]=[C:19]([F:23])[C:18]=2[F:24])=[C:6]([C:8](=O)[CH2:9][CH2:10][C:11](=O)[CH3:12])[CH:7]=1.[NH2:25][C:26]1[CH:27]=[C:28]([CH:32]=[CH:33][C:34]=1[F:35])[C:29]([OH:31])=[O:30].CC1C=CC(S(O)(=O)=O)=CC=1. The catalyst is C(#N)C.C(Cl)Cl. The product is [Cl:1][C:2]1[CH:3]=[CH:4][C:5]([O:15][CH2:16][C:17]2[CH:22]=[CH:21][CH:20]=[C:19]([F:23])[C:18]=2[F:24])=[C:6]([C:8]2[N:25]([C:26]3[CH:27]=[C:28]([CH:32]=[CH:33][C:34]=3[F:35])[C:29]([OH:31])=[O:30])[C:11]([CH3:12])=[CH:10][CH:9]=2)[CH:7]=1. The yield is 0.240. (4) The reactants are [C:1]([O:5][C@@H:6]([C:10]1[C:37]([CH3:38])=[N:36][C:35]2=[CH:39][C:32]3=[N:33][N:34]2[C:11]=1[N:12]1[CH2:43][CH2:42][C:15]([CH3:44])([O:16][CH2:17][CH2:18][CH2:19][CH2:20][C@H:21]([CH3:41])[O:22][C:23]2[CH:24]=[C:25]([F:40])[CH:26]=[CH:27][C:28]=2[CH2:29][CH:30]=[CH:31]3)[CH2:14][CH2:13]1)[C:7]([OH:9])=[O:8])([CH3:4])([CH3:3])[CH3:2]. The catalyst is C(OCC)(=O)C.[Pd]. The product is [C:1]([O:5][C@@H:6]([C:10]1[C:37]([CH3:38])=[N:36][C:35]2=[CH:39][C:32]3=[N:33][N:34]2[C:11]=1[N:12]1[CH2:13][CH2:14][C:15]([CH3:44])([O:16][CH2:17][CH2:18][CH2:19][CH2:20][C@H:21]([CH3:41])[O:22][C:23]2[CH:24]=[C:25]([F:40])[CH:26]=[CH:27][C:28]=2[CH2:29][CH2:30][CH2:31]3)[CH2:42][CH2:43]1)[C:7]([OH:9])=[O:8])([CH3:4])([CH3:2])[CH3:3]. The yield is 0.726. (5) The reactants are Br[C:2]1[CH:13]=[N:12][C:5]2[NH:6][C:7](=[O:11])[CH2:8][CH2:9][NH:10][C:4]=2[CH:3]=1.[C:14]([O:18][C:19]([CH3:22])([CH3:21])[CH3:20])(=[O:17])[CH:15]=[CH2:16].C(N(C(C)C)C(C)C)C.C(C#N)C.P(C(C)(C)C)(C(C)(C)C)C(C)(C)C. The catalyst is CN(C=O)C.C1C=CC(/C=C/C(/C=C/C2C=CC=CC=2)=O)=CC=1.C1C=CC(/C=C/C(/C=C/C2C=CC=CC=2)=O)=CC=1.C1C=CC(/C=C/C(/C=C/C2C=CC=CC=2)=O)=CC=1.[Pd].[Pd]. The product is [O:11]=[C:7]1[NH:6][C:5]2[N:12]=[CH:13][C:2](/[CH:16]=[CH:15]/[C:14]([O:18][C:19]([CH3:22])([CH3:21])[CH3:20])=[O:17])=[CH:3][C:4]=2[NH:10][CH2:9][CH2:8]1. The yield is 0.640. (6) The reactants are [OH:1][C:2]1[CH:9]=[CH:8][C:5]([CH:6]=[O:7])=[CH:4][CH:3]=1.[C:10]1(P(C2C=CC=CC=2)C2C=CC=CC=2)[CH:15]=CC=C[CH:11]=1.C(O)C#C.N(C(OC(C)C)=O)=NC(OC(C)C)=O. The catalyst is ClCCl.O1CCOCC1. The product is [CH2:15]([O:1][C:2]1[CH:9]=[CH:8][C:5]([CH:6]=[O:7])=[CH:4][CH:3]=1)[C:10]#[CH:11]. The yield is 0.500. (7) The reactants are [CH3:1][C:2]1[CH:3]=[C:4]([CH:9]=[C:10]([CH3:24])[C:11]=1[O:12][C:13]1[CH:18]=[CH:17][C:16]([O:19][CH3:20])=[C:15]([CH:21]([CH3:23])[CH3:22])[CH:14]=1)[C:5]([O:7]C)=[O:6].[OH-].[Na+].Cl. The catalyst is CO. The product is [CH:21]([C:15]1[CH:14]=[C:13]([CH:18]=[CH:17][C:16]=1[O:19][CH3:20])[O:12][C:11]1[C:2]([CH3:1])=[CH:3][C:4]([C:5]([OH:7])=[O:6])=[CH:9][C:10]=1[CH3:24])([CH3:23])[CH3:22]. The yield is 0.780. (8) The reactants are [CH2:1]([O:3][C:4]([C:6]([C:9]1[N:10](C(OC(C)(C)C)=O)[C:11]2[C:16]([CH:17]=1)=[CH:15][CH:14]=[CH:13][CH:12]=2)([CH3:8])[CH3:7])=[O:5])[CH3:2]. The catalyst is ClCCl.C(O)(C(F)(F)F)=O. The product is [NH:10]1[C:11]2[C:16](=[CH:15][CH:14]=[CH:13][CH:12]=2)[CH:17]=[C:9]1[C:6]([CH3:7])([CH3:8])[C:4]([O:3][CH2:1][CH3:2])=[O:5]. The yield is 0.780. (9) The reactants are [F:1][C:2]1[CH:7]=[CH:6][C:5]([C:8]([NH:10][O:11][CH3:12])=[O:9])=[CH:4][C:3]=1[NH:13][C:14]1[C:19]2=[C:20]([CH:26]([CH3:28])[CH3:27])[C:21]([C:23]([OH:25])=O)=[CH:22][N:18]2[N:17]=[CH:16][N:15]=1.Cl.[CH2:30]([NH2:32])[CH3:31].CN([P+](ON1N=NC2C=CC=CC1=2)(N(C)C)N(C)C)C.F[P-](F)(F)(F)(F)F.CN1CCOCC1. The catalyst is CN(C)C=O. The product is [CH2:30]([NH:32][C:23]([C:21]1[C:20]([CH:26]([CH3:27])[CH3:28])=[C:19]2[N:18]([CH:22]=1)[N:17]=[CH:16][N:15]=[C:14]2[NH:13][C:3]1[CH:4]=[C:5]([C:8]([NH:10][O:11][CH3:12])=[O:9])[CH:6]=[CH:7][C:2]=1[F:1])=[O:25])[CH3:31]. The yield is 0.500. (10) The reactants are [F:1][C:2]1[C:7]([C:8]([F:11])([F:10])[F:9])=[CH:6][CH:5]=[CH:4][C:3]=1[C:12]1[CH2:13][CH2:14][N:15]([CH2:18][CH2:19][CH3:20])[CH2:16][CH:17]=1.Cl. The catalyst is [Pd].CO. The product is [F:1][C:2]1[C:7]([C:8]([F:9])([F:10])[F:11])=[CH:6][CH:5]=[CH:4][C:3]=1[CH:12]1[CH2:17][CH2:16][N:15]([CH2:18][CH2:19][CH3:20])[CH2:14][CH2:13]1. The yield is 0.510.